This data is from Forward reaction prediction with 1.9M reactions from USPTO patents (1976-2016). The task is: Predict the product of the given reaction. (1) Given the reactants Cl.[C:2]([C:6]1[N:11]=[CH:10][C:9]([C:12]2[N:13]([C:33]([N:35]3[CH2:40][CH2:39][N:38]([CH2:41][C:42]([OH:44])=O)[CH2:37][CH2:36]3)=[O:34])[C@@:14]([C:26]3[CH:31]=[CH:30][C:29]([Cl:32])=[CH:28][CH:27]=3)([CH3:25])[C@@:15]([C:18]3[CH:23]=[CH:22][C:21]([Cl:24])=[CH:20][CH:19]=3)([CH3:17])[N:16]=2)=[C:8]([O:45][CH2:46][CH3:47])[CH:7]=1)([CH3:5])([CH3:4])[CH3:3].[CH3:48][O:49][C:50]1[CH:55]=[CH:54][CH:53]=[CH:52][C:51]=1[CH2:56][CH2:57][NH2:58], predict the reaction product. The product is: [C:2]([C:6]1[N:11]=[CH:10][C:9]([C:12]2[N:13]([C:33]([N:35]3[CH2:36][CH2:37][N:38]([CH2:41][C:42]([NH:58][CH2:57][CH2:56][C:51]4[CH:52]=[CH:53][CH:54]=[CH:55][C:50]=4[O:49][CH3:48])=[O:44])[CH2:39][CH2:40]3)=[O:34])[C@@:14]([C:26]3[CH:27]=[CH:28][C:29]([Cl:32])=[CH:30][CH:31]=3)([CH3:25])[C@@:15]([C:18]3[CH:23]=[CH:22][C:21]([Cl:24])=[CH:20][CH:19]=3)([CH3:17])[N:16]=2)=[C:8]([O:45][CH2:46][CH3:47])[CH:7]=1)([CH3:4])([CH3:5])[CH3:3]. (2) Given the reactants [CH3:1][O:2][C:3](=[O:39])[C:4]1[CH:9]=[C:8]([O:10][C:11]2[CH:16]=[CH:15][C:14]([N+:17]([O-])=O)=[C:13]([NH:20][CH2:21][C:22]3[CH:27]=[CH:26][CH:25]=[CH:24][CH:23]=3)[CH:12]=2)[CH:7]=[CH:6][C:5]=1[NH:28][S:29]([C:32]1[CH:37]=[CH:36][C:35]([CH3:38])=[CH:34][CH:33]=1)(=[O:31])=[O:30].[Cl-].[NH4+], predict the reaction product. The product is: [CH3:1][O:2][C:3](=[O:39])[C:4]1[CH:9]=[C:8]([O:10][C:11]2[CH:16]=[CH:15][C:14]([NH2:17])=[C:13]([NH:20][CH2:21][C:22]3[CH:27]=[CH:26][CH:25]=[CH:24][CH:23]=3)[CH:12]=2)[CH:7]=[CH:6][C:5]=1[NH:28][S:29]([C:32]1[CH:33]=[CH:34][C:35]([CH3:38])=[CH:36][CH:37]=1)(=[O:31])=[O:30]. (3) Given the reactants [N:1]1[C:10]2[C:5](=[CH:6][C:7]([CH2:11][N:12]3[C:16]4=[N:17][C:18]([C:21](=O)[CH3:22])=[CH:19][N:20]=[C:15]4[N:14]=[N:13]3)=[CH:8][CH:9]=2)[CH:4]=[CH:3][CH:2]=1.[CH2:24]([N:26]([C:28]([NH2:30])=[O:29])[NH2:27])[CH3:25], predict the reaction product. The product is: [CH2:24]([N:26]([C:28]([NH2:30])=[O:29])/[N:27]=[C:21](/[C:18]1[N:17]=[C:16]2[N:12]([CH2:11][C:7]3[CH:6]=[C:5]4[C:10](=[CH:9][CH:8]=3)[N:1]=[CH:2][CH:3]=[CH:4]4)[N:13]=[N:14][C:15]2=[N:20][CH:19]=1)\[CH3:22])[CH3:25]. (4) Given the reactants [CH2:1]([N:8]1[CH:13]2[CH:14]([OH:16])[CH2:15][CH:9]1[CH2:10][C:11](=O)[CH2:12]2)[C:2]1[CH:7]=[CH:6][CH:5]=[CH:4][CH:3]=1.CC1C=CC(S([CH2:28][N+:29]#[C-])(=O)=O)=CC=1.CC([O-])(C)C.[K+], predict the reaction product. The product is: [CH2:1]([N:8]1[CH:13]2[CH:14]([OH:16])[CH2:15][CH:9]1[CH2:10][CH:11]([C:28]#[N:29])[CH2:12]2)[C:2]1[CH:7]=[CH:6][CH:5]=[CH:4][CH:3]=1. (5) Given the reactants [Br:1][C:2]1[N:3]=[CH:4][C:5]([NH:8][C:9]2[CH:18]=[CH:17][C:12]([C:13]([O:15][CH3:16])=[O:14])=[CH:11][C:10]=2[N+:19]([O-])=O)=[N:6][CH:7]=1.[NH4+].[Cl-].CCOC(C)=O, predict the reaction product. The product is: [NH2:19][C:10]1[CH:11]=[C:12]([CH:17]=[CH:18][C:9]=1[NH:8][C:5]1[CH:4]=[N:3][C:2]([Br:1])=[CH:7][N:6]=1)[C:13]([O:15][CH3:16])=[O:14]. (6) Given the reactants [F:1][C:2]1[CH:7]=[CH:6][CH:5]=[CH:4][C:3]=1[CH2:8][CH2:9]O.S(=O)(=O)(O)O.[BrH:16], predict the reaction product. The product is: [Br:16][CH2:9][CH2:8][C:3]1[CH:4]=[CH:5][CH:6]=[CH:7][C:2]=1[F:1]. (7) Given the reactants [F:1][C:2]1[CH:10]=[C:6]([C:7]([OH:9])=[O:8])[C:5]([OH:11])=[CH:4][CH:3]=1.[CH2:12](O)[CH3:13], predict the reaction product. The product is: [CH2:12]([O:8][C:7](=[O:9])[C:6]1[CH:10]=[C:2]([F:1])[CH:3]=[CH:4][C:5]=1[OH:11])[CH3:13].